The task is: Predict the reaction yield, written as a fraction of the theoretical maximum amount of product (1.0 means a 100% yield; for example, 0.34 means a 34% yield).. This data is from Reaction yield outcomes from USPTO patents with 853,638 reactions. (1) The reactants are [CH:1]([Si:3]([CH:7]=[CH2:8])([CH:5]=[CH2:6])[Cl:4])=[CH2:2].[Cl:9][Si:10]([Cl:17])([Cl:16])[CH2:11][CH2:12][SiH:13]([Cl:15])[Cl:14]. No catalyst specified. The product is [Cl:14][Si:13]([Cl:15])([CH2:12][CH2:11][Si:10]([Cl:17])([Cl:16])[Cl:9])[CH2:2][CH2:1][Si:3]([CH2:7][CH2:8][Si:13]([Cl:15])([Cl:14])[CH2:12][CH2:11][Si:10]([Cl:17])([Cl:16])[Cl:9])([CH2:5][CH2:6][Si:13]([Cl:15])([Cl:14])[CH2:12][CH2:11][Si:10]([Cl:17])([Cl:16])[Cl:9])[Cl:4]. The yield is 0.660. (2) The reactants are [CH3:1][N:2]([CH3:25])[CH2:3][CH2:4][NH:5][C:6]([C:8]1[CH:17]=[C:16]2[C:11]([C:12]([N:19]3[CH2:24][CH2:23][O:22][CH2:21][CH2:20]3)=[N:13][C:14](Cl)=[N:15]2)=[CH:10][CH:9]=1)=[O:7].[CH3:26][N:27]([CH3:55])[C:28](=[O:54])[C:29]1[CH:34]=[CH:33][C:32]([NH:35][C:36]([NH:38][C:39]2[CH:44]=[CH:43][C:42](B3OC(C)(C)C(C)(C)O3)=[CH:41][CH:40]=2)=[O:37])=[CH:31][CH:30]=1.C(=O)([O-])[O-].[Cs+].[Cs+].C(O)(C(F)(F)F)=O. The catalyst is O.C(#N)C.Cl[Pd](Cl)([P](C1C=CC=CC=1)(C1C=CC=CC=1)C1C=CC=CC=1)[P](C1C=CC=CC=1)(C1C=CC=CC=1)C1C=CC=CC=1.CN(C=O)C. The product is [CH3:1][N:2]([CH3:25])[CH2:3][CH2:4][NH:5][C:6]([C:8]1[CH:17]=[C:16]2[C:11]([C:12]([N:19]3[CH2:24][CH2:23][O:22][CH2:21][CH2:20]3)=[N:13][C:14]([C:42]3[CH:41]=[CH:40][C:39]([NH:38][C:36]([NH:35][C:32]4[CH:33]=[CH:34][C:29]([C:28](=[O:54])[N:27]([CH3:26])[CH3:55])=[CH:30][CH:31]=4)=[O:37])=[CH:44][CH:43]=3)=[N:15]2)=[CH:10][CH:9]=1)=[O:7]. The yield is 0.100. (3) The reactants are [CH3:1][C:2]1([CH3:16])[CH2:10][C:9]2[NH:8][N:7]=[C:6]([C:11]([F:14])([F:13])[F:12])[C:5]=2[C:4](=[O:15])[CH2:3]1.[H-].[Na+].[OH:19][CH:20]([CH2:32][OH:33])[CH2:21][NH:22][C:23]1[CH:30]=[C:29](F)[CH:28]=[CH:27][C:24]=1[C:25]#[N:26].[NH4+].[Cl-]. The catalyst is CC(N(C)C)=O. The product is [OH:19][CH:20]([CH2:32][OH:33])[CH2:21][NH:22][C:23]1[CH:30]=[C:29]([N:8]2[C:9]3[CH2:10][C:2]([CH3:16])([CH3:1])[CH2:3][C:4](=[O:15])[C:5]=3[C:6]([C:11]([F:14])([F:13])[F:12])=[N:7]2)[CH:28]=[CH:27][C:24]=1[C:25]#[N:26]. The yield is 0.970. (4) The reactants are [CH3:1][O:2][C:3]1[CH:14]=[C:13]([B:15]2[O:19]C(C)(C)C(C)(C)[O:16]2)[CH:12]=[CH:11][C:4]=1[O:5][CH2:6][C:7]([CH3:10])([OH:9])[CH3:8].O.I([O-])(=O)(=O)=O.[Na+].C([O-])(=O)C.[NH4+]. The catalyst is CC(C)=O. The product is [OH:9][C:7]([CH3:10])([CH3:8])[CH2:6][O:5][C:4]1[CH:11]=[CH:12][C:13]([B:15]([OH:16])[OH:19])=[CH:14][C:3]=1[O:2][CH3:1]. The yield is 0.676.